From a dataset of Reaction yield outcomes from USPTO patents with 853,638 reactions. Predict the reaction yield, written as a fraction of the theoretical maximum amount of product (1.0 means a 100% yield; for example, 0.34 means a 34% yield). (1) The reactants are [CH:1]1([C:4]2[C:5]([N:24]([C:29]3[CH:34]=[CH:33][C:32]([N+:35]([O-])=O)=[C:31]([F:38])[CH:30]=3)[S:25]([CH3:28])(=[O:27])=[O:26])=[CH:6][C:7]3[O:11][C:10]([C:12]4[CH:17]=[CH:16][C:15]([F:18])=[CH:14][CH:13]=4)=[C:9]([C:19]([NH:21][CH3:22])=[O:20])[C:8]=3[CH:23]=2)[CH2:3][CH2:2]1. The catalyst is C(OCC)(=O)C.C(O)C. The product is [NH2:35][C:32]1[CH:33]=[CH:34][C:29]([N:24]([C:5]2[C:4]([CH:1]3[CH2:3][CH2:2]3)=[CH:23][C:8]3[C:9]([C:19]([NH:21][CH3:22])=[O:20])=[C:10]([C:12]4[CH:13]=[CH:14][C:15]([F:18])=[CH:16][CH:17]=4)[O:11][C:7]=3[CH:6]=2)[S:25]([CH3:28])(=[O:27])=[O:26])=[CH:30][C:31]=1[F:38]. The yield is 0.900. (2) The reactants are [F:1][C:2]1[CH:7]=[CH:6][C:5]([F:8])=[CH:4][C:3]=1[C@H:9]1[CH2:13][CH2:12][CH2:11][N:10]1[C:14]1[CH:19]=[CH:18][N:17]2[N:20]=[CH:21][C:22]([NH2:23])=[C:16]2[N:15]=1.[OH:24][C@@H:25]1[CH2:29][CH2:28][C@H:27]([C:30](O)=[O:31])[CH2:26]1.F[B-](F)(F)F.N1(OC(N(C)C)=[N+](C)C)C2C=CC=CC=2N=N1.CCN(C(C)C)C(C)C. The catalyst is CC(N(C)C)=O. The product is [F:1][C:2]1[CH:7]=[CH:6][C:5]([F:8])=[CH:4][C:3]=1[C@H:9]1[CH2:13][CH2:12][CH2:11][N:10]1[C:14]1[CH:19]=[CH:18][N:17]2[N:20]=[CH:21][C:22]([NH:23][C:30]([C@H:27]3[CH2:28][CH2:29][C@@H:25]([OH:24])[CH2:26]3)=[O:31])=[C:16]2[N:15]=1. The yield is 0.300. (3) The reactants are [NH:1]([C:13]([O:15]CC1C=CC=CC=1)=O)[C@H:2]([C:10]([OH:12])=[O:11])[CH2:3][C:4]1[CH:9]=[CH:8][CH:7]=[CH:6][CH:5]=1.[NH:23]1[CH:27]=[N:26][N:25]=[N:24]1.[NH:28]([C:35]([O:37][C:38]([CH3:41])([CH3:40])[CH3:39])=[O:36])[C@H:29](C(O)=O)[CH2:30][NH2:31].CCOC(OC(OCC)=O)=O.CCN(C(C)C)C(C)C. The catalyst is C(O)C.[Pd]. The product is [NH:28]([C:35]([O:37][C:38]([CH3:41])([CH3:40])[CH3:39])=[O:36])[C@H:29]([C:13]([NH:1][C@H:2]([C:10]([OH:12])=[O:11])[CH2:3][C:4]1[CH:5]=[CH:6][CH:7]=[CH:8][CH:9]=1)=[O:15])[CH2:30][NH2:31].[NH:23]1[CH:27]=[N:26][N:25]=[N:24]1. The yield is 0.200. (4) The reactants are [NH2:1][C:2]1[CH:3]=[CH:4][C:5]([F:19])=[C:6]([C@:8]2([CH3:18])[CH2:14][C:13]([CH3:16])([CH3:15])[O:12][CH2:11][C:10](=[S:17])[NH:9]2)[CH:7]=1.[Cl:20][C:21]1[CH:22]=[CH:23][C:24]([C:27](O)=[O:28])=[N:25][CH:26]=1. No catalyst specified. The product is [F:19][C:5]1[CH:4]=[CH:3][C:2]([NH:1][C:27]([C:24]2[CH:23]=[CH:22][C:21]([Cl:20])=[CH:26][N:25]=2)=[O:28])=[CH:7][C:6]=1[C@:8]1([CH3:18])[CH2:14][C:13]([CH3:16])([CH3:15])[O:12][CH2:11][C:10](=[S:17])[NH:9]1. The yield is 0.720. (5) The reactants are [F:1][C:2]1[CH:22]=[C:21]([N+:23]([O-:25])=[O:24])[CH:20]=[CH:19][C:3]=1[O:4][C:5]1[CH:10]=[CH:9][N:8]=[CH:7][C:6]=1[C:11]1[CH:18]=[CH:17][C:14](C=O)=[CH:13][CH:12]=1.C([O-])(=O)C.[NH4+].[C:31]([BH3-])#[N:32].[Na+].C(N(CC)CC)C.[C:42](O[C:42]([O:44][C:45]([CH3:48])([CH3:47])[CH3:46])=[O:43])([O:44][C:45]([CH3:48])([CH3:47])[CH3:46])=[O:43]. The catalyst is CO.CN(C1C=CN=CC=1)C. The product is [F:1][C:2]1[CH:22]=[C:21]([N+:23]([O-:25])=[O:24])[CH:20]=[CH:19][C:3]=1[O:4][C:5]1[CH:10]=[CH:9][N:8]=[CH:7][C:6]=1[C:11]1[CH:12]=[CH:13][C:14]([CH2:31][NH:32][C:42](=[O:43])[O:44][C:45]([CH3:48])([CH3:47])[CH3:46])=[CH:17][CH:18]=1. The yield is 0.120. (6) The reactants are C(OC(=O)[NH:7][C:8]([CH3:41])([CH3:40])[CH2:9][C:10]([N:12]1[CH2:17][CH2:16][CH:15]([C:18]2[CH:23]=[CH:22][C:21]([NH:24][C:25]([C:27]3[NH:28][CH:29]=[C:30]([C:32]#[N:33])[N:31]=3)=[O:26])=[C:20]([C:34]3[CH2:39][CH2:38][CH2:37][CH2:36][CH:35]=3)[CH:19]=2)[CH2:14][CH2:13]1)=[O:11])(C)(C)C.CCO.[C:46]([OH:52])([C:48]([F:51])([F:50])[F:49])=[O:47]. The catalyst is C(Cl)Cl.C(O)CC. The product is [F:49][C:48]([F:51])([F:50])[C:46]([OH:52])=[O:47].[NH2:7][C:8]([CH3:41])([CH3:40])[CH2:9][C:10]([N:12]1[CH2:17][CH2:16][CH:15]([C:18]2[CH:23]=[CH:22][C:21]([NH:24][C:25]([C:27]3[NH:28][CH:29]=[C:30]([C:32]#[N:33])[N:31]=3)=[O:26])=[C:20]([C:34]3[CH2:39][CH2:38][CH2:37][CH2:36][CH:35]=3)[CH:19]=2)[CH2:14][CH2:13]1)=[O:11]. The yield is 0.990. (7) The reactants are [C:1]([O:4][C@@H:5]1[C@@H:10]([O:11][C:12](=[O:14])[CH3:13])[C@H:9]([O:15][C:16](=[O:18])[CH3:17])[C@@H:8]([O:19]/[C:20](/[C:29]([O:31][CH2:32]C)=[O:30])=[CH:21]\[C:22]2C=C[CH:25]=[CH:24][C:23]=2F)[O:7][C@H:6]1[CH2:34][O:35][C:36](=[O:38])[CH3:37])(=[O:3])[CH3:2].O=C(CC1[S:47]C=CC=1)C(OC)=O.[H-].[Na+].[Br-].C(O[C@@H]1[C@@H](OC(=O)C)[C@@H](OC(=O)C)[C@@H](COC(=O)C)O[C@@H]1O)(=O)C. No catalyst specified. The product is [C:1]([O:4][C@H:5]1[C@@H:10]([O:11][C:12](=[O:14])[CH3:13])[C@H:9]([O:15][C:16](=[O:18])[CH3:17])[C@@H:8]([O:19]/[C:20](/[C:29]([O:31][CH3:32])=[O:30])=[CH:21]\[C:22]2[S:47][CH:25]=[CH:24][CH:23]=2)[O:7][C@H:6]1[CH2:34][O:35][C:36](=[O:38])[CH3:37])(=[O:3])[CH3:2]. The yield is 0.230.